Predict the reactants needed to synthesize the given product. From a dataset of Full USPTO retrosynthesis dataset with 1.9M reactions from patents (1976-2016). Given the product [CH2:16]([N:23]1[N:27]=[N:26][C:25]([NH:28][C:2]2[CH:3]=[CH:4][C:5]([N:10]3[CH:14]=[C:13]([CH3:15])[N:12]=[CH:11]3)=[C:6]([CH:9]=2)[C:7]#[N:8])=[N:24]1)[C:17]1[CH:18]=[CH:19][CH:20]=[CH:21][CH:22]=1, predict the reactants needed to synthesize it. The reactants are: Br[C:2]1[CH:3]=[CH:4][C:5]([N:10]2[CH:14]=[C:13]([CH3:15])[N:12]=[CH:11]2)=[C:6]([CH:9]=1)[C:7]#[N:8].[CH2:16]([N:23]1[N:27]=[N:26][C:25]([NH2:28])=[N:24]1)[C:17]1[CH:22]=[CH:21][CH:20]=[CH:19][CH:18]=1.